Dataset: Full USPTO retrosynthesis dataset with 1.9M reactions from patents (1976-2016). Task: Predict the reactants needed to synthesize the given product. (1) Given the product [CH3:1][O:2][C:3]1[C:8]2[N:9]=[CH:10][S:11][C:7]=2[CH:6]=[CH:5][CH:4]=1, predict the reactants needed to synthesize it. The reactants are: [CH3:1][O:2][C:3]1[C:8]2[N:9]=[C:10](N)[S:11][C:7]=2[CH:6]=[CH:5][CH:4]=1.N(OCCC(C)C)=O. (2) Given the product [Cl:23][C:6]1[N:5]=[CH:4][N:3]=[C:2]2[N:25]([CH3:24])[N:26]=[C:8]([C:10]3[N:14]([C:15]4[CH:20]=[CH:19][C:18]([CH2:21][CH3:22])=[CH:17][CH:16]=4)[CH:13]=[N:12][CH:11]=3)[C:7]=12, predict the reactants needed to synthesize it. The reactants are: Cl[C:2]1[C:7]([C:8]([C:10]2[N:14]([C:15]3[CH:20]=[CH:19][C:18]([CH2:21][CH3:22])=[CH:17][CH:16]=3)[CH:13]=[N:12][CH:11]=2)=O)=[C:6]([Cl:23])[N:5]=[CH:4][N:3]=1.[CH3:24][NH:25][NH2:26].N1C=CC=CC=1. (3) Given the product [F:1][C:2]1[CH:3]=[C:4]([CH:27]=[CH:28][CH:29]=1)[CH2:5][N:6]1[C:14]2[C:9](=[CH:10][CH:11]=[CH:12][C:13]=2[CH2:15][CH2:16][C:17]2[CH:18]=[CH:19][C:20]([C:21]([OH:23])=[O:22])=[CH:25][CH:26]=2)[CH2:8][CH2:7]1, predict the reactants needed to synthesize it. The reactants are: [F:1][C:2]1[CH:3]=[C:4]([CH:27]=[CH:28][CH:29]=1)[CH2:5][N:6]1[C:14]2[C:9](=[CH:10][CH:11]=[CH:12][C:13]=2[CH2:15][CH2:16][C:17]2[CH:26]=[CH:25][C:20]([C:21]([O:23]C)=[O:22])=[CH:19][CH:18]=2)[CH2:8][CH2:7]1.[Li+].[OH-].Cl. (4) Given the product [CH2:1]([O:3][CH2:4][C:5]1[N:6]([CH2:33][CH2:34][CH2:35][O:36][CH:37]([CH3:38])[CH3:39])[C:7]2[C:16]3[CH:15]=[CH:14][C:13]([CH2:17][CH2:18][CH2:19][CH2:20][N:21]4[C:22](=[O:31])[C:23]5[C:28](=[CH:27][CH:26]=[CH:25][CH:24]=5)[C:29]4=[O:30])=[CH:12][C:11]=3[N:10]=[CH:9][C:8]=2[N:32]=1)[CH3:2], predict the reactants needed to synthesize it. The reactants are: [CH2:1]([O:3][CH2:4][C:5]1[N:6]([CH2:33][CH2:34][CH2:35][O:36][CH:37]([CH3:39])[CH3:38])[C:7]2[C:16]3[CH:15]=[CH:14][C:13](/[CH:17]=[CH:18]/[CH2:19][CH2:20][N:21]4[C:29](=[O:30])[C:28]5[C:23](=[CH:24][CH:25]=[CH:26][CH:27]=5)[C:22]4=[O:31])=[CH:12][C:11]=3[N:10]=[CH:9][C:8]=2[N:32]=1)[CH3:2].